This data is from Forward reaction prediction with 1.9M reactions from USPTO patents (1976-2016). The task is: Predict the product of the given reaction. (1) Given the reactants [F:1][C:2]([F:21])([F:20])[S:3]([O:6][C:7]1[CH:8]=[C:9]2[C:14](=[CH:15][CH:16]=1)[C:13]([CH3:18])([CH3:17])[O:12][CH2:11][CH:10]2O)(=[O:5])=[O:4].CCN(S(F)(F)[F:28])CC, predict the reaction product. The product is: [F:1][C:2]([F:21])([F:20])[S:3]([O:6][C:7]1[CH:8]=[C:9]2[C:14](=[CH:15][CH:16]=1)[C:13]([CH3:18])([CH3:17])[O:12][CH2:11][CH:10]2[F:28])(=[O:5])=[O:4]. (2) Given the reactants [OH:1][CH2:2][CH2:3][CH2:4][C:5]1[CH:14]=[C:13]2[C:8]([CH:9]=[C:10]([C:16]3[CH:17]=[CH:18][C:19]4[N:20]([CH:22]=[C:23]([CH3:25])[N:24]=4)[CH:21]=3)[C:11](=[O:15])[O:12]2)=[CH:7][CH:6]=1.C(N(C(C)C)CC)(C)C.[CH3:35][S:36](Cl)(=[O:38])=[O:37], predict the reaction product. The product is: [CH3:35][S:36]([O:1][CH2:2][CH2:3][CH2:4][C:5]1[CH:14]=[C:13]2[C:8]([CH:9]=[C:10]([C:16]3[CH:17]=[CH:18][C:19]4[N:20]([CH:22]=[C:23]([CH3:25])[N:24]=4)[CH:21]=3)[C:11](=[O:15])[O:12]2)=[CH:7][CH:6]=1)(=[O:38])=[O:37]. (3) Given the reactants [OH:1][CH:2]([C:4]1[CH:42]=[CH:41][C:7]([CH2:8][N:9]2[C:14](=[O:15])[C:13]([CH2:16][C:17]3[CH:22]=[CH:21][C:20]([C:23]4[CH:28]=[CH:27][CH:26]=[CH:25][C:24]=4[C:29]4[NH:33][C:32](=[O:34])[O:31][N:30]=4)=[CH:19][CH:18]=3)=[C:12]([CH2:35][CH2:36][CH3:37])[N:11]3[N:38]=[CH:39][N:40]=[C:10]23)=[CH:6][CH:5]=1)[CH3:3], predict the reaction product. The product is: [C:2]([C:4]1[CH:5]=[CH:6][C:7]([CH2:8][N:9]2[C:14](=[O:15])[C:13]([CH2:16][C:17]3[CH:18]=[CH:19][C:20]([C:23]4[CH:28]=[CH:27][CH:26]=[CH:25][C:24]=4[C:29]4[NH:33][C:32](=[O:34])[O:31][N:30]=4)=[CH:21][CH:22]=3)=[C:12]([CH2:35][CH2:36][CH3:37])[N:11]3[N:38]=[CH:39][N:40]=[C:10]23)=[CH:41][CH:42]=1)(=[O:1])[CH3:3].